From a dataset of NCI-60 drug combinations with 297,098 pairs across 59 cell lines. Regression. Given two drug SMILES strings and cell line genomic features, predict the synergy score measuring deviation from expected non-interaction effect. Drug 1: CCC(=C(C1=CC=CC=C1)C2=CC=C(C=C2)OCCN(C)C)C3=CC=CC=C3.C(C(=O)O)C(CC(=O)O)(C(=O)O)O. Drug 2: C1=NC(=NC(=O)N1C2C(C(C(O2)CO)O)O)N. Cell line: COLO 205. Synergy scores: CSS=25.2, Synergy_ZIP=-3.23, Synergy_Bliss=-1.42, Synergy_Loewe=-22.4, Synergy_HSA=-1.56.